This data is from HIV replication inhibition screening data with 41,000+ compounds from the AIDS Antiviral Screen. The task is: Binary Classification. Given a drug SMILES string, predict its activity (active/inactive) in a high-throughput screening assay against a specified biological target. (1) The compound is CCCCCCc1cc2c(C)c(C)c(=O)oc2cc1OCCCOc1cc2oc(=O)c(C)c(C)c2cc1CCCCCC. The result is 0 (inactive). (2) The compound is NCCN(CCN)CCN. The result is 0 (inactive). (3) The compound is NNC1=Cn2c(nc3ccccc32)NN1. The result is 0 (inactive). (4) The drug is CCN(CC)CCCNC(=O)c1ccccc1Nc1c(Cl)cccc1Cl.Cl. The result is 0 (inactive). (5) The compound is c1cncc(-c2ncc3cccnc3n2)c1. The result is 0 (inactive). (6) The molecule is O=C(Nc1ccccc1Cl)c1cc2cc(N=Nc3ccc(Br)cc3)ccc2oc1=O. The result is 0 (inactive). (7) The compound is CNC(=O)CCC(NC(=O)OC(C)(C)C)C(=O)NC(Cc1ccc(NC(=O)CCCCC(C)=O)cc1)C(=O)NCC(=O)NC. The result is 0 (inactive). (8) The molecule is CC(OC(C)(C)C)C(NC(=O)C(CCCCNC(=O)OC(C)(C)C)NC(=O)C(Cc1c[nH]c2ccccc12)NC(=O)C(N)Cc1ccccc1)C(=O)NC(Cc1ccccc1)C(=O)NC1CCCC1C(=O)O. The result is 0 (inactive). (9) The drug is CCN(CC)[N+]([O-])=NOC. The result is 0 (inactive).